This data is from Reaction yield outcomes from USPTO patents with 853,638 reactions. The task is: Predict the reaction yield, written as a fraction of the theoretical maximum amount of product (1.0 means a 100% yield; for example, 0.34 means a 34% yield). (1) The reactants are [N+:1]([C:4]1[CH:12]=[CH:11][C:7]2[S:8][CH:9]=[CH:10][C:6]=2[CH:5]=1)([O-])=O. The catalyst is [Pd].C(O)C. The product is [S:8]1[CH:9]=[CH:10][C:6]2[CH:5]=[C:4]([NH2:1])[CH:12]=[CH:11][C:7]1=2. The yield is 1.00. (2) The reactants are Cl[C:2]1[N:7]=[C:6]([C:8]([F:11])([F:10])[F:9])[CH:5]=[CH:4][N:3]=1.[NH2:12][C:13]1[CH:14]=[C:15]([C:25]2[S:29][C:28]([C:30]([CH:35]3[CH2:37][CH2:36]3)([CH:32]3[CH2:34][CH2:33]3)[OH:31])=[N:27][CH:26]=2)[CH:16]=[C:17]([N:19]2[CH2:24][CH2:23][O:22][CH2:21][CH2:20]2)[CH:18]=1.C(=O)([O-])[O-].[Cs+].[Cs+].CC1(C)C2C(=C(P(C3C=CC=CC=3)C3C=CC=CC=3)C=CC=2)OC2C(P(C3C=CC=CC=3)C3C=CC=CC=3)=CC=CC1=2. The catalyst is O1CCOCC1.CC([O-])=O.CC([O-])=O.[Pd+2].O. The product is [CH:35]1([C:30]([CH:32]2[CH2:33][CH2:34]2)([C:28]2[S:29][C:25]([C:15]3[CH:14]=[C:13]([NH:12][C:2]4[N:7]=[C:6]([C:8]([F:11])([F:10])[F:9])[CH:5]=[CH:4][N:3]=4)[CH:18]=[C:17]([N:19]4[CH2:24][CH2:23][O:22][CH2:21][CH2:20]4)[CH:16]=3)=[CH:26][N:27]=2)[OH:31])[CH2:37][CH2:36]1. The yield is 0.540. (3) The reactants are [CH3:1][O:2][C:3]1[C:19]([O:20][CH3:21])=[CH:18][C:6]2=[N:7][C:8]3[NH:9][CH:10]=[C:11]([C:16]#[N:17])[C:12](=O)[C:13]=3[CH:14]=[C:5]2[CH:4]=1.P(Cl)(Cl)([Cl:24])=O. The catalyst is CCCCCC. The product is [Cl:24][C:12]1[C:13]2[CH:14]=[C:5]3[CH:4]=[C:3]([O:2][CH3:1])[C:19]([O:20][CH3:21])=[CH:18][C:6]3=[N:7][C:8]=2[N:9]=[CH:10][C:11]=1[C:16]#[N:17]. The yield is 0.490. (4) The reactants are [NH2:1][C:2]1[CH:3]=[CH:4][C:5]2[S:9][N:8]=[C:7]([C:10]3[N:11]([CH3:15])[CH:12]=[CH:13][CH:14]=3)[C:6]=2[CH:16]=1.CN(C)[CH:19]1[N:24]=[C:23]([C:25]([F:28])([F:27])[F:26])[CH2:22][C:21](=[O:29])[O:20]1. The catalyst is C(O)(=O)C. The product is [CH3:15][N:11]1[CH:12]=[CH:13][CH:14]=[C:10]1[C:7]1[C:6]2[CH:16]=[C:2]([N:1]3[C:21](=[O:29])[CH:22]=[C:23]([C:25]([F:28])([F:27])[F:26])[NH:24][C:19]3=[O:20])[CH:3]=[CH:4][C:5]=2[S:9][N:8]=1. The yield is 0.833.